This data is from Forward reaction prediction with 1.9M reactions from USPTO patents (1976-2016). The task is: Predict the product of the given reaction. (1) Given the reactants C([Si]([O:11][CH2:12][C@@H:13]([O:23][CH2:24][C:25]1[CH:30]=[CH:29][C:28]([O:31][CH3:32])=[C:27]([O:33][CH3:34])[CH:26]=1)[CH2:14][NH:15][C:16]([O:18][C:19]([CH3:22])([CH3:21])[CH3:20])=[O:17])(C(C)C)C(C)C)(C)C.C1COCC1.CCCC[N+](CCCC)(CCCC)CCCC.[F-].C1COCC1.C(O)(=O)CC(CC(O)=O)(C(O)=O)O, predict the reaction product. The product is: [C:19]([O:18][C:16]([NH:15][CH2:14][C@H:13]([O:23][CH2:24][C:25]1[CH:30]=[CH:29][C:28]([O:31][CH3:32])=[C:27]([O:33][CH3:34])[CH:26]=1)[CH2:12][OH:11])=[O:17])([CH3:22])([CH3:21])[CH3:20]. (2) Given the reactants O.O.[Sn](Cl)Cl.[CH3:6][O:7][C:8]1[CH:13]=[C:12]([N+:14]([O-])=O)[CH:11]=[CH:10][C:9]=1[C:17]1[CH:22]=[CH:21][CH:20]=[CH:19][N:18]=1, predict the reaction product. The product is: [CH3:6][O:7][C:8]1[CH:13]=[C:12]([CH:11]=[CH:10][C:9]=1[C:17]1[CH:22]=[CH:21][CH:20]=[CH:19][N:18]=1)[NH2:14]. (3) Given the reactants [OH-].[K+].[NH:3]1[C:11]2[C:6](=[CH:7][CH:8]=[CH:9][CH:10]=2)[C:5]([CH:12]=[O:13])=[CH:4]1.I[CH2:15][CH2:16][CH3:17], predict the reaction product. The product is: [CH2:15]([N:3]1[C:11]2[C:6](=[CH:7][CH:8]=[CH:9][CH:10]=2)[C:5]([CH:12]=[O:13])=[CH:4]1)[CH2:16][CH3:17]. (4) Given the reactants [NH:1]1[CH2:6][CH2:5][CH:4]([CH2:7][OH:8])[CH2:3][CH2:2]1.[CH3:9][C:10]([O:13][C:14](O[C:14]([O:13][C:10]([CH3:12])([CH3:11])[CH3:9])=[O:15])=[O:15])([CH3:12])[CH3:11].[NH4+].[Cl-], predict the reaction product. The product is: [OH:8][CH2:7][CH:4]1[CH2:5][CH2:6][N:1]([C:14]([O:13][C:10]([CH3:12])([CH3:11])[CH3:9])=[O:15])[CH2:2][CH2:3]1.